From a dataset of Forward reaction prediction with 1.9M reactions from USPTO patents (1976-2016). Predict the product of the given reaction. (1) Given the reactants [C:1]1([C:7](=[N:14][CH2:15][C:16]([O:18][CH2:19][CH3:20])=[O:17])[C:8]2[CH:13]=[CH:12][CH:11]=[CH:10][CH:9]=2)[CH:6]=[CH:5][CH:4]=[CH:3][CH:2]=1.C(=O)([O-])[O-].[Cs+].[Cs+].[C:27]1([N:33]2[C:37]([C:38]([F:41])([F:40])[F:39])=[C:36]([C:42]3[O:46][N:45]=[C:44]4[C:47]5[C:52]([CH2:53][CH2:54][C:43]=34)=[CH:51][C:50]([CH:55]=[CH2:56])=[CH:49][CH:48]=5)[CH:35]=[N:34]2)[CH:32]=[CH:31][CH:30]=[CH:29][CH:28]=1, predict the reaction product. The product is: [C:1]1([C:7](=[N:14][CH:15]([CH2:56][CH2:55][C:50]2[CH:51]=[C:52]3[C:47](=[CH:48][CH:49]=2)[C:44]2=[N:45][O:46][C:42]([C:36]4[CH:35]=[N:34][N:33]([C:27]5[CH:28]=[CH:29][CH:30]=[CH:31][CH:32]=5)[C:37]=4[C:38]([F:40])([F:41])[F:39])=[C:43]2[CH2:54][CH2:53]3)[C:16]([O:18][CH2:19][CH3:20])=[O:17])[C:8]2[CH:9]=[CH:10][CH:11]=[CH:12][CH:13]=2)[CH:2]=[CH:3][CH:4]=[CH:5][CH:6]=1. (2) Given the reactants [CH3:1][N:2]([CH3:31])[C:3](=[O:30])[CH2:4][N:5]1[C:14]2[C:9](=[N:10][CH:11]=[C:12]([CH2:15][C:16]3[CH:21]=[CH:20][C:19]([F:22])=[CH:18][CH:17]=3)[CH:13]=2)[C:8]([OH:23])=[C:7]([C:24](OCC)=[O:25])[C:6]1=[O:29].C(O)(=O)C(O)=O.[NH2:38][CH2:39][P:40](=[O:47])([O:44][CH2:45][CH3:46])[O:41][CH2:42][CH3:43], predict the reaction product. The product is: [CH3:31][N:2]([CH3:1])[C:3](=[O:30])[CH2:4][N:5]1[C:14]2[C:9](=[N:10][CH:11]=[C:12]([CH2:15][C:16]3[CH:21]=[CH:20][C:19]([F:22])=[CH:18][CH:17]=3)[CH:13]=2)[C:8]([OH:23])=[C:7]([C:24]([NH:38][CH2:39][P:40](=[O:47])([O:44][CH2:45][CH3:46])[O:41][CH2:42][CH3:43])=[O:25])[C:6]1=[O:29]. (3) Given the reactants [NH2:1][C:2]1[N:10]=[C:9]2[N:4]([N:5]=[C:6]([C:11]3[CH:16]=[CH:15][C:14]([NH:17]C(=O)OC(C)(C)C)=[CH:13][CH:12]=3)[CH:7]=[CH:8]2)[N:3]=1.C(O)(C(F)(F)F)=O, predict the reaction product. The product is: [NH2:17][C:14]1[CH:13]=[CH:12][C:11]([C:6]2[CH:7]=[CH:8][C:9]3[N:4]([N:3]=[C:2]([NH2:1])[N:10]=3)[N:5]=2)=[CH:16][CH:15]=1.